From a dataset of Forward reaction prediction with 1.9M reactions from USPTO patents (1976-2016). Predict the product of the given reaction. (1) The product is: [F:1][C:2]1[CH:7]=[C:6]([C@@H:8]([OH:10])[CH3:9])[CH:5]=[C:4]([F:11])[C:3]=1[C:12]1[S:13][CH:14]=[C:15]([C:17]([OH:19])=[O:18])[N:16]=1. Given the reactants [F:1][C:2]1[CH:7]=[C:6]([CH:8]([OH:10])[CH3:9])[CH:5]=[C:4]([F:11])[C:3]=1[C:12]1[S:13][CH:14]=[C:15]([C:17]([OH:19])=[O:18])[N:16]=1.FC1C=C(C(O)C)C=C(F)C=1.FC1C=C(C(O)C)C=C(F)C=1B1OC(C)(C)C(C)(C)O1.FC1C=C([C@@H](O)C)C=C(F)C=1, predict the reaction product. (2) Given the reactants [F:1][C:2]([F:7])([F:6])[C:3]([OH:5])=[O:4].[CH2:8]([S:10]([N:13]1[CH2:18][CH2:17][CH:16]([C:19]2[C:27]3[C:22](=[C:23]([C:43]([NH2:45])=[O:44])[CH:24]=[C:25]([C:28]4[CH:33]=[C:32]([CH2:34][NH:35][CH2:36][C@@H:37]5CC[CH2:39][O:38]5)[CH:31]=[C:30]([F:42])[CH:29]=4)[CH:26]=3)[NH:21][CH:20]=2)[CH2:15][CH2:14]1)(=[O:12])=[O:11])[CH3:9].O1CCC[C@H]1CN, predict the reaction product. The product is: [F:1][C:2]([F:7])([F:6])[C:3]([OH:5])=[O:4].[CH2:8]([S:10]([N:13]1[CH2:18][CH2:17][CH:16]([C:19]2[C:27]3[C:22](=[C:23]([C:43]([NH2:45])=[O:44])[CH:24]=[C:25]([C:28]4[CH:33]=[C:32]([CH2:34][NH:35][CH2:36][CH2:37][O:38][CH3:39])[CH:31]=[C:30]([F:42])[CH:29]=4)[CH:26]=3)[NH:21][CH:20]=2)[CH2:15][CH2:14]1)(=[O:11])=[O:12])[CH3:9]. (3) Given the reactants [CH3:1][C:2]1([CH3:14])[C:6]([CH3:8])([CH3:7])[O:5][B:4]([C:9]2[CH:13]=[CH:12][NH:11][N:10]=2)[O:3]1.[CH2:15](I)[CH3:16], predict the reaction product. The product is: [CH2:15]([N:11]1[CH:12]=[CH:13][C:9]([B:4]2[O:5][C:6]([CH3:7])([CH3:8])[C:2]([CH3:14])([CH3:1])[O:3]2)=[N:10]1)[CH3:16]. (4) Given the reactants O.[CH3:2][C:3]1[N:4]=[C:5]([C@H:8]2[CH2:12][CH2:11][CH2:10][N:9]2[C:13]([C:15]2[CH:16]=[C:17]([CH:21]=[CH:22][CH:23]=2)[C:18](O)=[O:19])=[O:14])[S:6][CH:7]=1.CCN=C=NCCCN(C)C.Cl.[NH2:36][C@@H:37]([CH2:60][C:61]1[CH:66]=[CH:65][CH:64]=[CH:63][CH:62]=1)[C@@H:38]([CH:40]1[CH2:44][C@@H:43]([O:45][CH2:46][C:47]2[CH:52]=[CH:51][CH:50]=[CH:49][CH:48]=2)[CH2:42][N:41]1[C:53]([O:55][C:56]([CH3:59])([CH3:58])[CH3:57])=[O:54])[OH:39].CCN(C(C)C)C(C)C, predict the reaction product. The product is: [CH2:46]([O:45][C@H:43]1[CH2:42][N:41]([C:53]([O:55][C:56]([CH3:57])([CH3:58])[CH3:59])=[O:54])[C@@H:40]([C@@H:38]([OH:39])[C@@H:37]([NH:36][C:18](=[O:19])[C:17]2[CH:21]=[CH:22][CH:23]=[C:15]([C:13]([N:9]3[CH2:10][CH2:11][CH2:12][C@@H:8]3[C:5]3[S:6][CH:7]=[C:3]([CH3:2])[N:4]=3)=[O:14])[CH:16]=2)[CH2:60][C:61]2[CH:62]=[CH:63][CH:64]=[CH:65][CH:66]=2)[CH2:44]1)[C:47]1[CH:52]=[CH:51][CH:50]=[CH:49][CH:48]=1. (5) Given the reactants [Cl:1][C:2]1[CH:3]=[C:4]([NH:8][C:9]([C:11]2[C:16](I)=[CH:15][CH:14]=[C:13]([CH3:18])[N:12]=2)=[O:10])[CH:5]=[CH:6][CH:7]=1.[NH2:19][C:20]1[CH:21]=[N:22][CH:23]=[CH:24][CH:25]=1.C(=O)([O-])[O-].[Cs+].[Cs+].CC1(C)C2C(=C(P(C3C=CC=CC=3)C3C=CC=CC=3)C=CC=2)OC2C(P(C3C=CC=CC=3)C3C=CC=CC=3)=CC=CC1=2.C(Cl)(Cl)Cl, predict the reaction product. The product is: [Cl:1][C:2]1[CH:3]=[C:4]([NH:8][C:9]([C:11]2[C:16]([NH:19][C:20]3[CH:21]=[N:22][CH:23]=[CH:24][CH:25]=3)=[CH:15][CH:14]=[C:13]([CH3:18])[N:12]=2)=[O:10])[CH:5]=[CH:6][CH:7]=1. (6) Given the reactants [CH3:1][O:2][C:3]1[CH:10]=[CH:9][C:6]([CH2:7]Cl)=[CH:5][CH:4]=1.[CH2:11]([NH:18][CH2:19][C:20]([O:22][CH2:23][CH3:24])=[O:21])[C:12]1[CH:17]=[CH:16][CH:15]=[CH:14][CH:13]=1.[H-].[Na+], predict the reaction product. The product is: [CH2:23]([O:22][C:20](=[O:21])[CH2:19][N:18]([CH2:11][C:12]1[CH:17]=[CH:16][CH:15]=[CH:14][CH:13]=1)[CH2:7][C:6]1[CH:9]=[CH:10][C:3]([O:2][CH3:1])=[CH:4][CH:5]=1)[CH3:24]. (7) Given the reactants [N+:1]([C:4]1[CH:8]=[N:7][NH:6][C:5]=1[NH2:9])([O-:3])=[O:2].[CH3:10][N:11]([C:23]1[CH:28]=[CH:27][CH:26]=[C:25]([C:29](=O)[CH:30]=[CH:31]N(C)C)[CH:24]=1)[S:12]([C:15]1[CH:20]=[CH:19][C:18]([O:21][CH3:22])=[CH:17][CH:16]=1)(=[O:14])=[O:13].C(OCC)(=O)C, predict the reaction product. The product is: [CH3:10][N:11]([C:23]1[CH:28]=[CH:27][CH:26]=[C:25]([C:29]2[N:6]3[N:7]=[CH:8][C:4]([N+:1]([O-:3])=[O:2])=[C:5]3[N:9]=[CH:31][CH:30]=2)[CH:24]=1)[S:12]([C:15]1[CH:16]=[CH:17][C:18]([O:21][CH3:22])=[CH:19][CH:20]=1)(=[O:13])=[O:14]. (8) Given the reactants C[O:2][C:3]([C:5]1[C:10]2=[N:11][S:12][N:13]=[C:9]2[C:8]([C:14]2[CH2:18][C:17]([C:23]3[CH:28]=[C:27]([Cl:29])[CH:26]=[C:25]([Cl:30])[CH:24]=3)([C:19]([F:22])([F:21])[F:20])[O:16][N:15]=2)=[CH:7][CH:6]=1)=[O:4].[OH-].[Na+].Cl, predict the reaction product. The product is: [Cl:29][C:27]1[CH:28]=[C:23]([C:17]2([C:19]([F:22])([F:20])[F:21])[O:16][N:15]=[C:14]([C:8]3[C:9]4[C:10](=[N:11][S:12][N:13]=4)[C:5]([C:3]([OH:4])=[O:2])=[CH:6][CH:7]=3)[CH2:18]2)[CH:24]=[C:25]([Cl:30])[CH:26]=1. (9) The product is: [CH3:17][O:13][CH2:14][C@H:15]1[CH2:16][CH2:14][C@@H:15]2[C@@H:17]([CH2:16]2)[O:13]1. Given the reactants C[Si]([N-][Si](C)(C)C)(C)C.[K+].CI.[O:13]1[CH2:17][CH2:16][CH2:15][CH2:14]1, predict the reaction product. (10) Given the reactants [CH2:1]([O:3][C:4](=[O:9])[CH:5]([NH2:8])[C:6]#[N:7])[CH3:2].[CH:10](OCC)(OCC)OCC.[F:20][C:21]1[CH:27]=[CH:26][C:24](N)=[CH:23][CH:22]=1, predict the reaction product. The product is: [CH2:1]([O:3][C:4]([C:5]1[N:8]=[CH:10][N:7]([C:24]2[CH:26]=[CH:27][C:21]([F:20])=[CH:22][CH:23]=2)[CH:6]=1)=[O:9])[CH3:2].